From a dataset of Forward reaction prediction with 1.9M reactions from USPTO patents (1976-2016). Predict the product of the given reaction. (1) Given the reactants [CH3:1][O:2][C:3]1[CH:4]=[C:5]2[C:10](=[CH:11][C:12]=1[O:13][CH3:14])[N:9]=[CH:8][CH:7]=[C:6]2[O:15][C:16]1[C:22]([CH3:23])=[CH:21][C:19]([NH2:20])=[C:18]([CH3:24])[CH:17]=1.C(N(CC)CC)C.[C:32](Cl)(Cl)=[S:33].[NH2:36][CH2:37][CH2:38][N:39]1[CH2:43][CH2:42][CH2:41][CH2:40]1, predict the reaction product. The product is: [CH3:1][O:2][C:3]1[CH:4]=[C:5]2[C:10](=[CH:11][C:12]=1[O:13][CH3:14])[N:9]=[CH:8][CH:7]=[C:6]2[O:15][C:16]1[C:22]([CH3:23])=[CH:21][C:19]([NH:20][C:32]([NH:36][CH2:37][CH2:38][N:39]2[CH2:43][CH2:42][CH2:41][CH2:40]2)=[S:33])=[C:18]([CH3:24])[CH:17]=1. (2) The product is: [C:7]1([CH3:11])[CH:8]=[CH:9][C:4]([C:3]#[C:2][C:24]2[CH:29]=[CH:28][CH:27]=[CH:26][CH:25]=2)=[CH:5][CH:6]=1. Given the reactants [Li+].[C-:2]#[C:3][C:4]1[CH:9]=[CH:8][CH:7]=[CH:6][CH:5]=1.O(B(OC(C)C)OC(C)C)[CH:11](C)C.Br[C:24]1[CH:29]=[CH:28][C:27](C)=[CH:26][CH:25]=1, predict the reaction product. (3) Given the reactants [CH3:1][C:2]1[CH:6]=[CH:5][NH:4][C:3]=1[C:7]([OH:9])=O.C(Cl)(=O)C(Cl)=O.[NH2:16][C:17]1[C:18]([CH3:23])=[CH:19][CH:20]=[CH:21][CH:22]=1, predict the reaction product. The product is: [CH3:1][C:2]1[CH:6]=[CH:5][NH:4][C:3]=1[C:7]([NH:16][C:17]1[CH:22]=[CH:21][CH:20]=[CH:19][C:18]=1[CH3:23])=[O:9]. (4) Given the reactants C(OC([N:8]1[CH2:13][CH2:12][C:11]2([CH2:18][CH2:17][N:16]([C:19]3[CH:24]=[CH:23][C:22]([C:25]#[N:26])=[CH:21][N:20]=3)[CH2:15]C2)[CH2:10][CH2:9]1)=O)(C)(C)C.Cl, predict the reaction product. The product is: [CH2:15]1[C:11]2([CH2:10][CH2:9][NH:8][CH2:13][CH2:12]2)[CH2:18][CH2:17][N:16]1[C:19]1[N:20]=[CH:21][C:22]([C:25]#[N:26])=[CH:23][CH:24]=1. (5) Given the reactants [Cl:1][C:2]1[CH:7]=[CH:6][C:5]([NH:8][NH2:9])=[CH:4][CH:3]=1.[Li+].[OH-].[O:12]1[CH:16]=[CH:15][CH:14]=[C:13]1[C:17](Cl)=[O:18].C[CH2:21][O:22]CC, predict the reaction product. The product is: [Cl:1][C:2]1[CH:7]=[CH:6][C:5]([N:8]2[N:9]=[C:17]([C:13]3[O:12][CH:16]=[CH:15][CH:14]=3)[O:18][C:21]2=[O:22])=[CH:4][CH:3]=1. (6) Given the reactants ClC(Cl)(Cl)CO[C:5](=[O:35])[NH:6][C:7]1[N:8]([C:16]2[CH:21]=[CH:20][C:19]([O:22][Si:23]([CH:30]([CH3:32])[CH3:31])([CH:27]([CH3:29])[CH3:28])[CH:24]([CH3:26])[CH3:25])=[C:18]([CH2:33][OH:34])[CH:17]=2)[N:9]=[C:10]([C:12]([CH3:15])([CH3:14])[CH3:13])[CH:11]=1.[CH3:38][C@H:39]1[CH2:44][CH2:43][CH2:42][CH2:41][N:40]1[C:45]1[N:49]2[CH:50]=[C:51]([O:54][C@H:55]3[C:64]4[C:59](=[CH:60][CH:61]=[CH:62][CH:63]=4)[C@@H:58]([NH2:65])[CH2:57][CH2:56]3)[CH:52]=[CH:53][C:48]2=[N:47][N:46]=1.CCN(C(C)C)C(C)C, predict the reaction product. The product is: [C:12]([C:10]1[CH:11]=[C:7]([NH:6][C:5]([NH:65][C@@H:58]2[C:59]3[C:64](=[CH:63][CH:62]=[CH:61][CH:60]=3)[C@H:55]([O:54][C:51]3[CH:52]=[CH:53][C:48]4[N:49]([C:45]([N:40]5[CH2:41][CH2:42][CH2:43][CH2:44][C@@H:39]5[CH3:38])=[N:46][N:47]=4)[CH:50]=3)[CH2:56][CH2:57]2)=[O:35])[N:8]([C:16]2[CH:21]=[CH:20][C:19]([O:22][Si:23]([CH:30]([CH3:32])[CH3:31])([CH:24]([CH3:26])[CH3:25])[CH:27]([CH3:29])[CH3:28])=[C:18]([CH2:33][OH:34])[CH:17]=2)[N:9]=1)([CH3:14])([CH3:15])[CH3:13].